From a dataset of Reaction yield outcomes from USPTO patents with 853,638 reactions. Predict the reaction yield, written as a fraction of the theoretical maximum amount of product (1.0 means a 100% yield; for example, 0.34 means a 34% yield). (1) The reactants are [F:1][C:2]1[CH:7]=[CH:6][C:5]([C:8]2[C:12]([CH2:13][O:14][C:15]3[CH:22]=[CH:21][C:18]([C:19]#N)=[CH:17][N:16]=3)=[C:11]([CH3:23])[O:10][N:9]=2)=[CH:4][CH:3]=1.C(O)C.[OH-:27].[Na+].[OH2:29]. No catalyst specified. The product is [F:1][C:2]1[CH:7]=[CH:6][C:5]([C:8]2[C:12]([CH2:13][O:14][C:15]3[CH:22]=[CH:21][C:18]([C:19]([OH:29])=[O:27])=[CH:17][N:16]=3)=[C:11]([CH3:23])[O:10][N:9]=2)=[CH:4][CH:3]=1. The yield is 0.830. (2) The reactants are [Mg].Cl[CH2:3][Si:4]([CH3:7])([CH3:6])[CH3:5].[C:8]1(=[O:14])[CH2:13][CH2:12][CH2:11][CH2:10][CH2:9]1.[Cl-].[NH4+]. The catalyst is C1COCC1. The product is [CH3:5][Si:4]([CH2:3][C:8]1([OH:14])[CH2:13][CH2:12][CH2:11][CH2:10][CH2:9]1)([CH3:7])[CH3:6]. The yield is 0.760.